This data is from Human liver microsome stability data. The task is: Regression/Classification. Given a drug SMILES string, predict its absorption, distribution, metabolism, or excretion properties. Task type varies by dataset: regression for continuous measurements (e.g., permeability, clearance, half-life) or binary classification for categorical outcomes (e.g., BBB penetration, CYP inhibition). Dataset: hlm. (1) The molecule is CC#C[C@@H](Cc1nn[nH]n1)c1ccc(OCc2ccc3sc(C(F)(F)F)c(-c4ccccc4C)c3c2)cc1. The result is 1 (stable in human liver microsomes). (2) The molecule is CC(=O)c1ccc(C(=O)N2CC(=O)N(Cc3ccccc3)[C@@H](Cc3ccccc3)C2)cc1. The result is 0 (unstable in human liver microsomes). (3) The compound is O=C(C=Cc1cc(Cl)ccc1-n1cnnn1)N[C@@H](Cc1ccccc1)C(=O)Nc1ccc(-c2noc(O)n2)cc1. The result is 0 (unstable in human liver microsomes). (4) The drug is CC1CCN(CCOc2ccc(C#Cc3ccc(-c4ccc(Cl)cc4)cn3)cc2)CC1. The result is 0 (unstable in human liver microsomes).